From a dataset of Peptide-MHC class II binding affinity with 134,281 pairs from IEDB. Regression. Given a peptide amino acid sequence and an MHC pseudo amino acid sequence, predict their binding affinity value. This is MHC class II binding data. (1) The MHC is HLA-DQA10401-DQB10402 with pseudo-sequence HLA-DQA10401-DQB10402. The binding affinity (normalized) is 0.102. The peptide sequence is MSMASSSSSSLLAMA. (2) The peptide sequence is HCNEMSWIQSIPFVH. The MHC is HLA-DPA10201-DPB11401 with pseudo-sequence HLA-DPA10201-DPB11401. The binding affinity (normalized) is 0.134. (3) The peptide sequence is NLCVERVLDCRTAFK. The MHC is HLA-DQA10501-DQB10402 with pseudo-sequence HLA-DQA10501-DQB10402. The binding affinity (normalized) is 0.355. (4) The peptide sequence is GRYKDEKDVTDITVK. The MHC is DRB1_1501 with pseudo-sequence DRB1_1501. The binding affinity (normalized) is 0.136. (5) The peptide sequence is PEQIQLLKKAFDAFD. The MHC is HLA-DQA10101-DQB10501 with pseudo-sequence HLA-DQA10101-DQB10501. The binding affinity (normalized) is 0.353. (6) The peptide sequence is DKRLAAYLMLMRSPS. The MHC is DRB4_0101 with pseudo-sequence DRB4_0103. The binding affinity (normalized) is 0.771.